Task: Regression. Given a peptide amino acid sequence and an MHC pseudo amino acid sequence, predict their binding affinity value. This is MHC class I binding data.. Dataset: Peptide-MHC class I binding affinity with 185,985 pairs from IEDB/IMGT The peptide sequence is FPFKYAAAF. The MHC is HLA-A02:02 with pseudo-sequence HLA-A02:02. The binding affinity (normalized) is 0.